Dataset: Reaction yield outcomes from USPTO patents with 853,638 reactions. Task: Predict the reaction yield, written as a fraction of the theoretical maximum amount of product (1.0 means a 100% yield; for example, 0.34 means a 34% yield). The product is [Cl:1][C:2]1[CH:7]=[C:6]([C:15]2[CH:14]=[CH:13][C:12]([O:11][C:10]([F:9])([F:21])[F:22])=[CH:17][CH:16]=2)[N:5]=[CH:4][N:3]=1. The catalyst is CCOC(C)=O.C1C=CC(P(C2C=CC=CC=2)[C-]2C=CC=C2)=CC=1.C1C=CC(P(C2C=CC=CC=2)[C-]2C=CC=C2)=CC=1.Cl[Pd]Cl.[Fe+2].O. The yield is 0.820. The reactants are [Cl:1][C:2]1[CH:7]=[C:6](Cl)[N:5]=[CH:4][N:3]=1.[F:9][C:10]([F:22])([F:21])[O:11][C:12]1[CH:17]=[CH:16][C:15](B(O)O)=[CH:14][CH:13]=1.C(=O)([O-])[O-].[K+].[K+].O1CCOCC1.